Dataset: Forward reaction prediction with 1.9M reactions from USPTO patents (1976-2016). Task: Predict the product of the given reaction. (1) Given the reactants [C:1]([O:5][C:6]([N:8]1[C@@H:12]([CH3:13])[C@H:11]([F:14])[CH2:10][C@H:9]1[C:15]([OH:17])=O)=[O:7])([CH3:4])([CH3:3])[CH3:2].CCN=C=NCCCN(C)C.C1C=CC2N(O)N=NC=2C=1.C(N(CC)CC)C.[Cl:46][C:47]1[C:48]([CH2:62][NH2:63])=[CH:49][C:50]([C:53]2[S:57][C:56]([C:58]([F:61])([F:60])[F:59])=[N:55][CH:54]=2)=[N:51][CH:52]=1, predict the reaction product. The product is: [Cl:46][C:47]1[C:48]([CH2:62][NH:63][C:15]([C@H:9]2[N:8]([C:6]([O:5][C:1]([CH3:2])([CH3:3])[CH3:4])=[O:7])[C@@H:12]([CH3:13])[C@H:11]([F:14])[CH2:10]2)=[O:17])=[CH:49][C:50]([C:53]2[S:57][C:56]([C:58]([F:60])([F:61])[F:59])=[N:55][CH:54]=2)=[N:51][CH:52]=1. (2) Given the reactants Br[CH2:2][CH2:3][CH2:4][CH2:5][N:6]1C(=O)C2=CC=CC=C2C1=O.[CH3:17][C:18]1[CH:23]=[CH:22][C:21]([OH:24])=[CH:20][CH:19]=1, predict the reaction product. The product is: [CH3:17][C:18]1[CH:23]=[CH:22][C:21]([O:24][CH2:2][CH2:3][CH2:4][CH2:5][NH2:6])=[CH:20][CH:19]=1. (3) Given the reactants C(OC(=O)[NH:7][CH2:8][C:9]1[CH:14]=[CH:13][C:12]([C:15](=[O:34])[NH:16][C:17]2[CH:26]=[CH:25][C:24]3[CH2:23][CH2:22][CH2:21][CH:20]([N:27]4[CH2:32][CH2:31][N:30]([CH3:33])[CH2:29][CH2:28]4)[C:19]=3[CH:18]=2)=[CH:11][CH:10]=1)(C)(C)C.Cl, predict the reaction product. The product is: [NH2:7][CH2:8][C:9]1[CH:10]=[CH:11][C:12]([C:15]([NH:16][C:17]2[CH:26]=[CH:25][C:24]3[CH2:23][CH2:22][CH2:21][CH:20]([N:27]4[CH2:28][CH2:29][N:30]([CH3:33])[CH2:31][CH2:32]4)[C:19]=3[CH:18]=2)=[O:34])=[CH:13][CH:14]=1. (4) Given the reactants [CH2:1]([O:3][C:4]([C:6]1[C:7]([Cl:14])=[N:8][C:9](Cl)=[CH:10][C:11]=1[CH3:12])=[O:5])[CH3:2].C(=O)([O-])[O-].[K+].[K+].[NH:21]1[CH2:26][CH2:25][O:24][CH2:23][CH2:22]1.O, predict the reaction product. The product is: [CH2:1]([O:3][C:4]([C:6]1[C:7]([Cl:14])=[N:8][C:9]([N:21]2[CH2:26][CH2:25][O:24][CH2:23][CH2:22]2)=[CH:10][C:11]=1[CH3:12])=[O:5])[CH3:2]. (5) Given the reactants C[O:2][C:3]([C@@H:5]1[CH2:9][C@@H:8]([OH:10])[CH2:7][N:6]1[C:11](=[O:28])[C@@H:12]([NH:20][C:21]([O:23][C:24]([CH3:27])([CH3:26])[CH3:25])=[O:22])[CH2:13][CH2:14][CH2:15][CH2:16][CH2:17][CH:18]=[CH2:19])=[O:4].CO.O.[OH-].[Li+], predict the reaction product. The product is: [C:24]([O:23][C:21]([NH:20][C@@H:12]([CH2:13][CH2:14][CH2:15][CH2:16][CH2:17][CH:18]=[CH2:19])[C:11]([N:6]1[CH2:7][C@H:8]([OH:10])[CH2:9][C@H:5]1[C:3]([OH:4])=[O:2])=[O:28])=[O:22])([CH3:27])([CH3:26])[CH3:25].